This data is from Full USPTO retrosynthesis dataset with 1.9M reactions from patents (1976-2016). The task is: Predict the reactants needed to synthesize the given product. (1) Given the product [Br:18][C:15]1[CH:16]=[CH:17][C:12]([C@@H:10]([N:6]2[CH2:5][C:4]([C:19]3[CH:20]=[CH:21][C:22]([F:25])=[CH:23][CH:24]=3)([CH2:1][CH2:2][CH2:3][OH:26])[O:8][C:7]2=[O:9])[CH3:11])=[CH:13][CH:14]=1.[CH2:1]([C:4]1([C:19]2[CH:20]=[CH:21][C:22]([F:25])=[CH:23][CH:24]=2)[O:8][C:7](=[O:9])[N:6]([C@H:10]([C:12]2[CH:17]=[CH:16][C:15]([Br:18])=[CH:14][CH:13]=2)[CH3:11])[CH2:5]1)[CH:2]=[CH2:3], predict the reactants needed to synthesize it. The reactants are: [CH2:1]([C:4]1([C:19]2[CH:24]=[CH:23][C:22]([F:25])=[CH:21][CH:20]=2)[O:8][C:7](=[O:9])[N:6]([C@H:10]([C:12]2[CH:17]=[CH:16][C:15]([Br:18])=[CH:14][CH:13]=2)[CH3:11])[CH2:5]1)[CH:2]=[CH2:3].[OH-:26].[Na+].OO. (2) Given the product [F:33][C:2]([F:1])([F:32])[C:3]1[CH:4]=[C:5]([C@H:13]([O:15][C@H:16]2[O:24][CH2:23][C@@H:19]3[CH2:20][N:21]([C:34]4[CH2:39][CH2:38][CH2:37][C:36](=[O:40])[CH:35]=4)[CH2:22][C@H:18]3[C@@H:17]2[C:25]2[CH:30]=[CH:29][CH:28]=[CH:27][C:26]=2[CH3:31])[CH3:14])[CH:6]=[C:7]([C:9]([F:10])([F:11])[F:12])[CH:8]=1, predict the reactants needed to synthesize it. The reactants are: [F:1][C:2]([F:33])([F:32])[C:3]1[CH:4]=[C:5]([C@H:13]([O:15][C@H:16]2[O:24][CH2:23][C@@H:19]3[CH2:20][NH:21][CH2:22][C@H:18]3[C@@H:17]2[C:25]2[CH:30]=[CH:29][CH:28]=[CH:27][C:26]=2[CH3:31])[CH3:14])[CH:6]=[C:7]([C:9]([F:12])([F:11])[F:10])[CH:8]=1.[C:34]1(=O)[CH2:39][CH2:38][CH2:37][C:36](=[O:40])[CH2:35]1. (3) The reactants are: [F:1][C:2]([CH3:6])([CH3:5])[CH2:3][OH:4].N1C(C)=CC=CC=1C.[F:15][C:16]([F:29])([F:28])[S:17](O[S:17]([C:16]([F:29])([F:28])[F:15])(=[O:19])=[O:18])(=[O:19])=[O:18].Cl. Given the product [F:15][C:16]([F:29])([F:28])[S:17]([O:4][CH2:3][C:2]([F:1])([CH3:6])[CH3:5])(=[O:19])=[O:18], predict the reactants needed to synthesize it. (4) Given the product [F:51][C:48]1[CH:49]=[CH:50][C:45]([CH2:44][N:41]2[CH2:42][CH2:43][N:39]([C:37]3[S:38][C:34]([C:31]4[CH:32]=[C:5]([CH3:4])[NH:6][N:58]=4)=[C:35]([CH3:53])[N:36]=3)[C:40]2=[O:52])=[CH:46][CH:47]=1, predict the reactants needed to synthesize it. The reactants are: C([C:4]1SC(N2CCN(CC3C=CC(C(N4CCCCC4)=O)=CC=3)C2=O)=[N:6][C:5]=1C)(=O)C.[C:31]([C:34]1[S:38][C:37]([N:39]2[CH2:43][CH2:42][N:41]([CH2:44][C:45]3[CH:50]=[CH:49][C:48]([F:51])=[CH:47][CH:46]=3)[C:40]2=[O:52])=[N:36][C:35]=1[CH3:53])(=O)[CH3:32].COC(OC)([N:58](C)C)C.O.NN.